This data is from Reaction yield outcomes from USPTO patents with 853,638 reactions. The task is: Predict the reaction yield, written as a fraction of the theoretical maximum amount of product (1.0 means a 100% yield; for example, 0.34 means a 34% yield). (1) The catalyst is C(#N)C.O.C(=O)([O-])[O-].[Na+].[Na+].C1C=CC(P(C2C=CC=CC=2)[C-]2C=CC=C2)=CC=1.C1C=CC(P(C2C=CC=CC=2)[C-]2C=CC=C2)=CC=1.Cl[Pd]Cl.[Fe+2]. The product is [Br:1][C:2]1[CH:3]=[C:4]2[C:10]([C:26]3[CH:27]=[C:28]([N:32]4[CH2:33][CH2:34][CH:35]([NH:38][C:39](=[O:45])[O:40][C:41]([CH3:43])([CH3:42])[CH3:44])[CH2:36][CH2:37]4)[CH:29]=[N:30][CH:31]=3)=[N:9][N:8]([CH:12]3[CH2:17][CH2:16][CH2:15][CH2:14][O:13]3)[C:5]2=[CH:6][N:7]=1. The reactants are [Br:1][C:2]1[CH:3]=[C:4]2[C:10](I)=[N:9][N:8]([CH:12]3[CH2:17][CH2:16][CH2:15][CH2:14][O:13]3)[C:5]2=[CH:6][N:7]=1.CC1(C)C(C)(C)OB([C:26]2[CH:27]=[C:28]([N:32]3[CH2:37][CH2:36][CH:35]([NH:38][C:39](=[O:45])[O:40][C:41]([CH3:44])([CH3:43])[CH3:42])[CH2:34][CH2:33]3)[CH:29]=[N:30][CH:31]=2)O1.C([O-])(=O)C.[K+]. The yield is 0.450. (2) The catalyst is C(O)C. The product is [CH3:1][N:2]([CH3:32])[C:3]1[CH:8]=[CH:7][C:6]([C:9]2[CH:10]=[C:11]3[C:17]([N:18]4[CH2:23][CH2:22][O:21][CH2:20][CH2:19]4)=[CH:16][NH:15][C:12]3=[N:13][CH:14]=2)=[CH:5][CH:4]=1. The yield is 0.390. The reactants are [CH3:1][N:2]([CH3:32])[C:3]1[CH:8]=[CH:7][C:6]([C:9]2[CH:10]=[C:11]3[C:17]([N:18]4[CH2:23][CH2:22][O:21][CH2:20][CH2:19]4)=[CH:16][N:15](COCC[Si](C)(C)C)[C:12]3=[N:13][CH:14]=2)=[CH:5][CH:4]=1.Cl.C([O-])(O)=O.[Na+]. (3) The reactants are [C:1]1([S:7]([CH:10]([CH2:23][CH2:24][CH2:25][CH2:26][CH:27]=[CH:28][CH2:29][CH:30]=[CH:31][CH2:32][CH:33]=[CH:34][CH2:35][CH:36]=[CH:37][CH2:38][CH2:39][CH2:40][CH2:41][CH3:42])[CH2:11][CH2:12][CH2:13][CH2:14][CH2:15][CH2:16][CH2:17][CH2:18][CH2:19][CH2:20][CH2:21][OH:22])(=[O:9])=[O:8])[CH:6]=[CH:5][CH:4]=[CH:3][CH:2]=1.CC(C)=[O:45]. No catalyst specified. The product is [C:1]1([S:7]([CH:10]([CH2:23][CH2:24][CH2:25][CH2:26]/[CH:27]=[CH:28]\[CH2:29]/[CH:30]=[CH:31]\[CH2:32]/[CH:33]=[CH:34]\[CH2:35]/[CH:36]=[CH:37]\[CH2:38][CH2:39][CH2:40][CH2:41][CH3:42])[CH2:11][CH2:12][CH2:13][CH2:14][CH2:15][CH2:16][CH2:17][CH2:18][CH2:19][CH2:20][C:21]([OH:45])=[O:22])(=[O:8])=[O:9])[CH:2]=[CH:3][CH:4]=[CH:5][CH:6]=1. The yield is 0.840. (4) The reactants are [NH2:1][C:2]1[C:7](Cl)=[C:6]([C:9]([O:11][CH3:12])=[O:10])[N:5]=[C:4]([CH:13]2[CH2:15][CH2:14]2)[N:3]=1.[CH3:16][Si:17]([C:20]#[CH:21])([CH3:19])[CH3:18]. The catalyst is C(NC(C)C)(C)C.FC1C=CC=CC=1.C1(P(C2C=CC=CC=2)C2C=CC=CC=2)C=CC=CC=1.C1(P(C2C=CC=CC=2)C2C=CC=CC=2)C=CC=CC=1.C1(P(C2C=CC=CC=2)C2C=CC=CC=2)C=CC=CC=1.C1(P(C2C=CC=CC=2)C2C=CC=CC=2)C=CC=CC=1.[Pd]. The product is [NH2:1][C:2]1[C:7]([C:21]#[C:20][Si:17]([CH3:19])([CH3:18])[CH3:16])=[C:6]([C:9]([O:11][CH3:12])=[O:10])[N:5]=[C:4]([CH:13]2[CH2:15][CH2:14]2)[N:3]=1. The yield is 0.0500. (5) The product is [F:18][C:19]1[CH:27]=[CH:26][CH:25]=[C:24]([F:28])[C:20]=1[C:21]([NH:17][C:14]1[CH:13]=[CH:12][C:11]([C:10]2[C:2]([CH3:1])=[CH:3][C:4]3[S:8][CH:7]=[N:6][C:5]=3[CH:9]=2)=[CH:16][N:15]=1)=[O:22]. The reactants are [CH3:1][C:2]1[C:10]([C:11]2[CH:12]=[CH:13][C:14]([NH2:17])=[N:15][CH:16]=2)=[CH:9][C:5]2[N:6]=[CH:7][S:8][C:4]=2[CH:3]=1.[F:18][C:19]1[CH:27]=[CH:26][CH:25]=[C:24]([F:28])[C:20]=1[C:21](Cl)=[O:22].CCN(C(C)C)C(C)C.C([O-])(O)=O.[Na+].C(Cl)Cl. The catalyst is C(Cl)Cl. The yield is 0.776.